Dataset: Catalyst prediction with 721,799 reactions and 888 catalyst types from USPTO. Task: Predict which catalyst facilitates the given reaction. (1) Reactant: NCCC1C=NC=CC=1.C(N(C(C)C)CC)(C)C.[OH:19]N1C2C=CC=CC=2N=N1.C(C1C=C2C(C=CC=C2CN[C:43]([N:45]2[CH2:49][CH2:48][CH2:47][C@H:46]2[C:50]([OH:52])=[O:51])=[O:44])=CC=1)#C. Product: [N:45]1([C:43]([OH:44])=[O:19])[CH2:49][CH2:48][CH2:47][C@H:46]1[C:50]([OH:52])=[O:51]. The catalyst class is: 2. (2) Reactant: [CH2:1]1[C:10]2[C:5](=[CH:6][C:7]([C@@:11]([C@@H:14]3[C@@H:19]([CH3:20])[CH2:18][CH2:17][CH2:16][C:15]3([CH3:22])[CH3:21])([OH:13])[CH3:12])=[CH:8][CH:9]=2)[CH2:4][CH2:3][NH:2]1.C(N(CC)CC)C.[N:30]([Si](C)(C)C)=[C:31]=[O:32]. Product: [OH:13][C@@:11]([C:7]1[CH:6]=[C:5]2[C:10](=[CH:9][CH:8]=1)[CH2:1][N:2]([C:31]([NH2:30])=[O:32])[CH2:3][CH2:4]2)([C@@H:14]1[C@@H:19]([CH3:20])[CH2:18][CH2:17][CH2:16][C:15]1([CH3:21])[CH3:22])[CH3:12]. The catalyst class is: 4. (3) Reactant: Cl.[NH2:2][CH2:3][CH2:4][C:5]([OH:7])=O.[Cl:8][C:9]1[CH:10]=[C:11]([CH:25]=[CH:26][C:27]=1[Cl:28])[CH2:12][C:13]1[CH:14]=[N:15][C:16]2[N:17]([N:19]=[CH:20][C:21]=2[C:22]([OH:24])=O)[CH:18]=1.C([N:31](CC)CC)C.CN(C(ON1N=NC2C=CC=CC1=2)=[N+](C)C)C.[B-](F)(F)(F)F. Product: [NH2:31][C:5](=[O:7])[CH2:4][CH2:3][NH:2][C:22]([C:21]1[CH:20]=[N:19][N:17]2[CH:18]=[C:13]([CH2:12][C:11]3[CH:25]=[CH:26][C:27]([Cl:28])=[C:9]([Cl:8])[CH:10]=3)[CH:14]=[N:15][C:16]=12)=[O:24]. The catalyst class is: 3. (4) Reactant: [O:1]=[C:2]1[C:6]2[CH:7]=[CH:8][C:9]([CH2:11][CH2:12][N:13]3[CH2:18][CH2:17][NH:16][CH2:15][C:14]3=[O:19])=[CH:10][C:5]=2[CH2:4][O:3]1.Br[CH2:21][CH2:22][C:23]1[CH:32]=[CH:31][C:26]2[C:27](=[O:30])[O:28][CH2:29][C:25]=2[CH:24]=1. Product: [O:1]=[C:2]1[C:6]2[CH:7]=[CH:8][C:9]([CH2:11][CH2:12][N:13]3[CH2:18][CH2:17][N:16]([CH2:21][CH2:22][C:23]4[CH:32]=[CH:31][C:26]5[C:27](=[O:30])[O:28][CH2:29][C:25]=5[CH:24]=4)[CH2:15][C:14]3=[O:19])=[CH:10][C:5]=2[CH2:4][O:3]1. The catalyst class is: 589. (5) Reactant: [NH2:1][C:2]1[C:3]2[S:10][CH:9]=[C:8]([C:11]([NH:13][C:14]3[C:19]([Cl:20])=[C:18]([O:21][CH3:22])[CH:17]=[C:16]([O:23][CH3:24])[C:15]=3[Cl:25])=[O:12])[C:4]=2[N:5]=[CH:6][N:7]=1.Br[C:27]1[CH:32]=[CH:31][C:30]([CH3:33])=[CH:29][N:28]=1.CC1(C)C2C(=C(P(C3C=CC=CC=3)C3C=CC=CC=3)C=CC=2)OC2C(P(C3C=CC=CC=3)C3C=CC=CC=3)=CC=CC1=2.C([O-])([O-])=O.[Cs+].[Cs+]. Product: [Cl:25][C:15]1[C:16]([O:23][CH3:24])=[CH:17][C:18]([O:21][CH3:22])=[C:19]([Cl:20])[C:14]=1[NH:13][C:11]([C:8]1[C:4]2[N:5]=[CH:6][N:7]=[C:2]([NH:1][C:27]3[CH:32]=[CH:31][C:30]([CH3:33])=[CH:29][N:28]=3)[C:3]=2[S:10][CH:9]=1)=[O:12]. The catalyst class is: 231. (6) Reactant: [O:1]1[CH:5]=[CH:4][CH:3]=[C:2]1[C:6]1[C:11]([C:12]2[CH:17]=[CH:16][N:15]=[CH:14][N:13]=2)=[CH:10][N:9]=[C:8]([NH2:18])[N:7]=1.Br[C:20]1[CH:21]=[CH:22][C:23]([O:26][CH3:27])=[N:24][CH:25]=1.C([O-])([O-])=O.[K+].[K+].CNCCNC. Product: [O:1]1[CH:5]=[CH:4][CH:3]=[C:2]1[C:6]1[C:11]([C:12]2[CH:17]=[CH:16][N:15]=[CH:14][N:13]=2)=[CH:10][N:9]=[C:8]([NH:18][C:20]2[CH:25]=[N:24][C:23]([O:26][CH3:27])=[CH:22][CH:21]=2)[N:7]=1. The catalyst class is: 321.